From a dataset of Full USPTO retrosynthesis dataset with 1.9M reactions from patents (1976-2016). Predict the reactants needed to synthesize the given product. (1) Given the product [CH3:9][O:8][C:4]1[CH:5]=[CH:6][CH:7]=[C:2]([O:1][CH2:20][CH:22]2[CH2:23][O:24]2)[C:3]=1[NH:10][C:11](=[O:13])[CH3:12], predict the reactants needed to synthesize it. The reactants are: [OH:1][C:2]1[CH:7]=[CH:6][CH:5]=[C:4]([O:8][CH3:9])[C:3]=1[NH:10][C:11](=[O:13])[CH3:12].C(=O)([O-])[O-].[K+].[K+].[CH2:20]([CH:22]1[O:24][CH2:23]1)Br. (2) Given the product [F:14][C:7]1[CH:8]=[C:9]2[S:13][CH:12]=[N:11][C:10]2=[C:5]([C:3]([OH:4])=[O:2])[CH:6]=1, predict the reactants needed to synthesize it. The reactants are: C[O:2][C:3]([C:5]1[CH:6]=[C:7]([F:14])[CH:8]=[C:9]2[S:13][CH:12]=[N:11][C:10]=12)=[O:4].[OH-].[Li+]. (3) Given the product [Cl:1][C:2]1[CH:3]=[C:4]([CH:18]=[C:19]([Cl:21])[CH:20]=1)[CH2:5][C:6]1[C:7]([CH2:16][CH3:17])=[N:8][N:9]([CH2:13][CH2:14][NH:15][S:37]([C:33]2[C:34](=[O:36])[NH:35][C:30](=[O:29])[NH:31][CH:32]=2)(=[O:38])=[O:39])[C:10]=1[CH2:11][CH3:12], predict the reactants needed to synthesize it. The reactants are: [Cl:1][C:2]1[CH:3]=[C:4]([CH:18]=[C:19]([Cl:21])[CH:20]=1)[CH2:5][C:6]1[C:7]([CH2:16][CH3:17])=[N:8][N:9]([CH2:13][CH2:14][NH2:15])[C:10]=1[CH2:11][CH3:12].C(N(CC)CC)C.[O:29]=[C:30]1[NH:35][C:34](=[O:36])[C:33]([S:37](Cl)(=[O:39])=[O:38])=[CH:32][NH:31]1. (4) Given the product [Br:5][C:6]1[C:7]([O:14][CH3:15])=[C:8]([CH:11]=[CH:12][CH:13]=1)[CH2:9][N:10]1[CH2:21][CH2:20][N:19]=[C:18]1[NH2:22], predict the reactants needed to synthesize it. The reactants are: C(O)(=O)C.[Br:5][C:6]1[C:7]([O:14][CH3:15])=[C:8]([CH:11]=[CH:12][CH:13]=1)[CH2:9][NH2:10].CS[C:18]1[N:19](C(OC)=O)[CH2:20][CH2:21][N:22]=1. (5) Given the product [C:32]([Si:19]([C:20]1[CH:21]=[CH:22][CH:23]=[CH:24][CH:25]=1)([C:26]1[CH:31]=[CH:30][CH:29]=[CH:28][CH:27]=1)[O:18][CH2:17][CH2:16][CH2:15][CH2:14][O:9][N:8]([CH3:10])[C:1]([O:3][C:4]([CH3:7])([CH3:6])[CH3:5])=[O:2])([CH3:33])([CH3:34])[CH3:35], predict the reactants needed to synthesize it. The reactants are: [C:1]([N:8]([CH3:10])[OH:9])([O:3][C:4]([CH3:7])([CH3:6])[CH3:5])=[O:2].[H-].[Na+].Br[CH2:14][CH2:15][CH2:16][CH2:17][O:18][Si:19]([C:32]([CH3:35])([CH3:34])[CH3:33])([C:26]1[CH:31]=[CH:30][CH:29]=[CH:28][CH:27]=1)[C:20]1[CH:25]=[CH:24][CH:23]=[CH:22][CH:21]=1. (6) Given the product [CH:13]1[C:14]2[C:5](=[CH:4][CH:3]=[CH:2][CH:1]=2)[CH:6]=[CH:7][CH:12]=1, predict the reactants needed to synthesize it. The reactants are: [CH:1]1[C:14]2[CH2:13][C:12]3[C:7](=CC=CC=3)[CH2:6][C:5]=2[CH:4]=[CH:3][CH:2]=1.C1C2C(=CC3C(C=2)=CC=CC=3)C=CC=1.C1C2C(=O)C3C(=CC=CC=3)C(=O)C=2C=CC=1.C1C2C(=CC=CC=2)CCC1.C1C2C(=CC=CC=2)C=CC1.